This data is from Full USPTO retrosynthesis dataset with 1.9M reactions from patents (1976-2016). The task is: Predict the reactants needed to synthesize the given product. (1) The reactants are: O.O.P([O-])(O)(O)=O.[Na+].[Na+].P([O-])(O)(O)=O.[CH2:15]([O:17][C:18]([C@@H:20]([NH:29][C@H:30]([C:32]([OH:34])=[O:33])[CH3:31])[CH2:21][CH2:22][C:23]1[CH:28]=[CH:27][CH:26]=[CH:25][CH:24]=1)=[O:19])[CH3:16].Cl[C:36](Cl)([O:38]C(=O)OC(Cl)(Cl)Cl)Cl.N1C=CC=CC=1. Given the product [CH3:16][CH2:15][O:17][C:18]([CH:20]([N:29]1[C:36](=[O:38])[O:34][C:32](=[O:33])[CH:30]1[CH3:31])[CH2:21][CH2:22][C:23]1[CH:28]=[CH:27][CH:26]=[CH:25][CH:24]=1)=[O:19], predict the reactants needed to synthesize it. (2) Given the product [CH:36]1([N:42]([C@H:59]2[CH2:60][CH2:61][C@H:62]([CH3:66])[CH2:63][CH2:64]2)[C:43](=[O:58])[NH:44][C:45]2[S:46][C:47]([S:50]([NH:53][CH2:54][C:55]([NH:7][CH:1]([CH3:6])[CH3:2])=[O:57])(=[O:51])=[O:52])=[CH:48][N:49]=2)[CH2:41][CH2:40][CH2:39][CH2:38][CH2:37]1, predict the reactants needed to synthesize it. The reactants are: [CH:1]1([N:7]([C@H]2CC[C@H](C)CC2)C(=O)NC2SC(S(N(C)CC(N(CC)CC)=O)(=O)=O)=CN=2)[CH2:6]CCC[CH2:2]1.[CH:36]1([N:42]([C@H:59]2[CH2:64][CH2:63][C@H:62](C)[CH2:61][CH2:60]2)[C:43](=[O:58])[NH:44][C:45]2[S:46][C:47]([S:50]([NH:53][CH2:54][C:55]([OH:57])=O)(=[O:52])=[O:51])=[CH:48][N:49]=2)[CH2:41][CH2:40][CH2:39][CH2:38][CH2:37]1.[CH:66](N)(C)C. (3) Given the product [CH:1]1([CH2:4][O:5][C:6]2[CH:11]=[C:10]([F:12])[C:9]([CH3:13])=[CH:8][C:7]=2[C:14]2[C:15]3[N:22]([CH2:23][O:24][CH2:25][CH2:26][Si:27]([CH3:28])([CH3:29])[CH3:30])[C:21]([CH3:31])=[C:20]([C:32]([NH:35][C@@H:36]4[CH2:41][CH2:40][N:39]([C:42]([O:44][C:45]([CH3:47])([CH3:46])[CH3:48])=[O:43])[CH2:38][C@H:37]4[OH:49])=[O:34])[C:16]=3[N:17]=[CH:18][N:19]=2)[CH2:3][CH2:2]1, predict the reactants needed to synthesize it. The reactants are: [CH:1]1([CH2:4][O:5][C:6]2[CH:11]=[C:10]([F:12])[C:9]([CH3:13])=[CH:8][C:7]=2[C:14]2[C:15]3[N:22]([CH2:23][O:24][CH2:25][CH2:26][Si:27]([CH3:30])([CH3:29])[CH3:28])[C:21]([CH3:31])=[C:20]([C:32]([OH:34])=O)[C:16]=3[N:17]=[CH:18][N:19]=2)[CH2:3][CH2:2]1.[NH2:35][C@@H:36]1[CH2:41][CH2:40][N:39]([C:42]([O:44][C:45]([CH3:48])([CH3:47])[CH3:46])=[O:43])[CH2:38][C@H:37]1[OH:49].